This data is from Forward reaction prediction with 1.9M reactions from USPTO patents (1976-2016). The task is: Predict the product of the given reaction. Given the reactants [CH2:1]([O:5][CH2:6][CH:7]=[CH2:8])[CH:2]1[O:4][CH2:3]1.[CH3:9][O:10][SiH:11]([O:14][CH3:15])[O:12][CH3:13], predict the reaction product. The product is: [CH2:1]([O:5][CH2:6][CH2:7][CH2:8][Si:11]([O:14][CH3:15])([O:12][CH3:13])[O:10][CH3:9])[CH:2]1[O:4][CH2:3]1.